This data is from Forward reaction prediction with 1.9M reactions from USPTO patents (1976-2016). The task is: Predict the product of the given reaction. (1) Given the reactants [F:1][C:2]1[CH:7]=[CH:6][C:5]([C:8]([F:11])([F:10])[F:9])=[CH:4][C:3]=1[N:12]=[C:13]=[O:14].[NH2:15][C:16]1[CH:21]=[CH:20][C:19]([C:22]2[C:26]3=[N:27][CH:28]=[CH:29][CH:30]=[C:25]3[NH:24][C:23]=2[C:31]([NH2:33])=[O:32])=[CH:18][CH:17]=1, predict the reaction product. The product is: [F:1][C:2]1[CH:7]=[CH:6][C:5]([C:8]([F:11])([F:10])[F:9])=[CH:4][C:3]=1[NH:12][C:13](=[O:14])[NH:15][C:16]1[CH:17]=[CH:18][C:19]([C:22]2[C:26]3=[N:27][CH:28]=[CH:29][CH:30]=[C:25]3[NH:24][C:23]=2[C:31]([NH2:33])=[O:32])=[CH:20][CH:21]=1. (2) Given the reactants [Cl:1][C:2]1[C:3]([C:10]([NH:12][NH2:13])=[O:11])=[N:4][C:5]([S:8][CH3:9])=[N:6][CH:7]=1.[F:14][C:15]1[CH:20]=[CH:19][C:18]([N:21]=[C:22]=[S:23])=[CH:17][CH:16]=1, predict the reaction product. The product is: [Cl:1][C:2]1[CH:7]=[N:6][C:5]([S:8][CH3:9])=[N:4][C:3]=1[C:10]([NH:12][NH:13][C:22]([NH:21][C:18]1[CH:19]=[CH:20][C:15]([F:14])=[CH:16][CH:17]=1)=[S:23])=[O:11]. (3) Given the reactants [NH:1]1[C:9]2[C:4](=[CH:5][CH:6]=[C:7]([C:10]#[N:11])[CH:8]=2)[CH:3]=[CH:2]1.[BH3-]C#N.[Na+], predict the reaction product. The product is: [NH:1]1[C:9]2[C:4](=[CH:5][CH:6]=[C:7]([C:10]#[N:11])[CH:8]=2)[CH2:3][CH2:2]1. (4) Given the reactants [CH3:1][O:2][C:3]([C:5]1[C:6]2[CH:7]=[C:8]([C:26]([O:28]C(C)(C)C)=[O:27])[N:9]([CH2:14][C:15]3[CH:19]=[C:18]([C:20]4[S:21][C:22]([Cl:25])=[CH:23][CH:24]=4)[O:17][N:16]=3)[C:10]=2[CH:11]=[CH:12][CH:13]=1)=[O:4].C1(C)C=CC=CC=1, predict the reaction product. The product is: [CH3:1][O:2][C:3]([C:5]1[C:6]2[CH:7]=[C:8]([C:26]([OH:28])=[O:27])[N:9]([CH2:14][C:15]3[CH:19]=[C:18]([C:20]4[S:21][C:22]([Cl:25])=[CH:23][CH:24]=4)[O:17][N:16]=3)[C:10]=2[CH:11]=[CH:12][CH:13]=1)=[O:4].